From a dataset of Full USPTO retrosynthesis dataset with 1.9M reactions from patents (1976-2016). Predict the reactants needed to synthesize the given product. Given the product [Cl:1][C:2]1[C:7]([CH:8]2[O:19][C:9]2([CH2:10][OH:11])[C:12]2[CH:13]=[CH:14][C:15]([F:18])=[CH:16][CH:17]=2)=[CH:6][CH:5]=[CH:4][N:3]=1, predict the reactants needed to synthesize it. The reactants are: [Cl:1][C:2]1[C:7](/[CH:8]=[C:9](\[C:12]2[CH:17]=[CH:16][C:15]([F:18])=[CH:14][CH:13]=2)/[CH:10]=[O:11])=[CH:6][CH:5]=[CH:4][N:3]=1.[OH-:19].[Na+].OO.[BH4-].[Na+].